The task is: Predict the reaction yield, written as a fraction of the theoretical maximum amount of product (1.0 means a 100% yield; for example, 0.34 means a 34% yield).. This data is from Reaction yield outcomes from USPTO patents with 853,638 reactions. (1) The reactants are Br[C:2]1[S:6](=[O:8])(=[O:7])[C:5]2[CH:9]=[C:10]([O:13][CH3:14])[CH:11]=[CH:12][C:4]=2[C:3]=1[O:15][C:16]1[CH:21]=[CH:20][C:19]([Br:22])=[CH:18][CH:17]=1.[BH4-].[Na+]. The catalyst is CO.CS(C)=O. The product is [Br:22][C:19]1[CH:20]=[CH:21][C:16]([O:15][C:3]2[C:4]3[CH:12]=[CH:11][C:10]([O:13][CH3:14])=[CH:9][C:5]=3[S:6](=[O:8])(=[O:7])[CH:2]=2)=[CH:17][CH:18]=1. The yield is 0.970. (2) The reactants are C[NH:2][C:3]([CH3:21])=[C:4]([C:15](=O)[C:16]([F:19])([F:18])[F:17])[C:5]([O:7][CH2:8][C:9]1[CH:14]=[CH:13][CH:12]=[CH:11][CH:10]=1)=[O:6].O.[NH2:23]N.O.C([O-])(O)=O.[Na+]. The catalyst is C1COCC1.C(O)(=O)C.CCOC(C)=O. The product is [CH3:21][C:3]1[C:4]([C:5]([O:7][CH2:8][C:9]2[CH:14]=[CH:13][CH:12]=[CH:11][CH:10]=2)=[O:6])=[C:15]([C:16]([F:19])([F:18])[F:17])[NH:23][N:2]=1. The yield is 0.890.